Dataset: Forward reaction prediction with 1.9M reactions from USPTO patents (1976-2016). Task: Predict the product of the given reaction. (1) Given the reactants [CH3:1][NH:2][CH3:3].[NH2:4][C:5]1[N:10]=[C:9]([NH:11][CH2:12][CH2:13][NH:14][C:15]2[N:20]=[C:19]([C:21]3[CH:26]=[CH:25][C:24]([Cl:27])=[CH:23][C:22]=3[Cl:28])[C:18]([N:29]3[C:33](=[O:34])[CH:32]=[CH:31][C:30]3=[O:35])=[CH:17][N:16]=2)[CH:8]=[CH:7][C:6]=1[N+:36]([O-:38])=[O:37], predict the reaction product. The product is: [NH2:4][C:5]1[N:10]=[C:9]([NH:11][CH2:12][CH2:13][NH:14][C:15]2[N:20]=[C:19]([C:21]3[CH:26]=[CH:25][C:24]([Cl:27])=[CH:23][C:22]=3[Cl:28])[C:18]([N:29]3[C:33](=[O:34])[CH2:32][CH:31]([N:2]([CH3:3])[CH3:1])[C:30]3=[O:35])=[CH:17][N:16]=2)[CH:8]=[CH:7][C:6]=1[N+:36]([O-:38])=[O:37]. (2) Given the reactants [C:1]([O:5][C:6](=[O:30])[CH2:7][C:8]1[CH:13]=[CH:12][CH:11]=[C:10]([N:14]2[CH2:29][CH2:28][C:17]3([NH:21][C:20](=[O:22])[N:19]([CH2:23][CH:24]4[CH2:26][CH2:25]4)[C:18]3=[O:27])[CH2:16][CH2:15]2)[CH:9]=1)([CH3:4])([CH3:3])[CH3:2].C([O-])([O-])=O.[Cs+].[Cs+].Br[CH2:38][C:39]1[CH:44]=[CH:43][C:42]([O:45][C:46]([F:49])([F:48])[F:47])=[CH:41][CH:40]=1, predict the reaction product. The product is: [C:1]([O:5][C:6](=[O:30])[CH2:7][C:8]1[CH:13]=[CH:12][CH:11]=[C:10]([N:14]2[CH2:29][CH2:28][C:17]3([N:21]([CH2:38][C:39]4[CH:44]=[CH:43][C:42]([O:45][C:46]([F:47])([F:48])[F:49])=[CH:41][CH:40]=4)[C:20](=[O:22])[N:19]([CH2:23][CH:24]4[CH2:25][CH2:26]4)[C:18]3=[O:27])[CH2:16][CH2:15]2)[CH:9]=1)([CH3:4])([CH3:2])[CH3:3]. (3) Given the reactants C1(C)C=CC=CC=1.[C:8]1(=[O:18])[O:13][C:11](=O)[C:10]2=[CH:14][CH:15]=[CH:16][CH:17]=[C:9]12.[CH2:19]([NH2:22])[CH2:20][OH:21], predict the reaction product. The product is: [OH:21][CH2:20][CH2:19][N:22]1[C:8](=[O:18])[C:9]2[C:10](=[CH:14][CH:15]=[CH:16][CH:17]=2)[C:11]1=[O:13].